From a dataset of Reaction yield outcomes from USPTO patents with 853,638 reactions. Predict the reaction yield, written as a fraction of the theoretical maximum amount of product (1.0 means a 100% yield; for example, 0.34 means a 34% yield). (1) The reactants are C[O:2][C:3](=[O:14])[C:4]1[CH:9]=[CH:8][CH:7]=[C:6]([C:10](=[NH:13])[NH:11][OH:12])[CH:5]=1.C(N(C(C)C)CC)(C)C.[F:24][C:25]1[CH:33]=[CH:32][CH:31]=[CH:30][C:26]=1[C:27](Cl)=O. The catalyst is C1COCC1. The product is [F:24][C:25]1[CH:33]=[CH:32][CH:31]=[CH:30][C:26]=1[C:27]1[O:12][N:11]=[C:10]([C:6]2[CH:5]=[C:4]([CH:9]=[CH:8][CH:7]=2)[C:3]([OH:2])=[O:14])[N:13]=1. The yield is 0.830. (2) The reactants are [CH2:1]([O:3][P:4]([CH2:9][C:10]([OH:12])=O)([O:6][CH2:7][CH3:8])=[O:5])[CH3:2].S(Cl)(Cl)=O.[C:17]1([C@@H:23]([NH:25][CH2:26][C:27]([C:29]2([C:32]([O:34][CH2:35][CH3:36])=[O:33])[CH2:31][CH2:30]2)=[O:28])[CH3:24])[CH:22]=[CH:21][CH:20]=[CH:19][CH:18]=1.C(N(CC)CC)C.Cl. The yield is 0.700. The catalyst is C1C=CC=CC=1.C(OCC)(=O)C.O1CCCC1.CN(C=O)C. The product is [CH2:7]([O:6][P:4]([CH2:9][C:10]([N:25]([CH2:26][C:27]([C:29]1([C:32]([O:34][CH2:35][CH3:36])=[O:33])[CH2:30][CH2:31]1)=[O:28])[C@H:23]([C:17]1[CH:22]=[CH:21][CH:20]=[CH:19][CH:18]=1)[CH3:24])=[O:12])([O:3][CH2:1][CH3:2])=[O:5])[CH3:8].